From a dataset of Full USPTO retrosynthesis dataset with 1.9M reactions from patents (1976-2016). Predict the reactants needed to synthesize the given product. (1) The reactants are: [C:1]([C:3]1[C:8]([CH2:9]Br)=[C:7]([C:11]#[N:12])[C:6]([CH2:13]Br)=[C:5]([C:15]#[N:16])[C:4]=1[CH2:17]Br)#[N:2].[P:19]([O:26]CC)([O:23][CH2:24][CH3:25])[O:20][CH2:21][CH3:22]. Given the product [C:1]([C:3]1[C:8]([CH2:9][P:19]([O:23][CH2:24][CH3:25])([O:20][CH2:21][CH3:22])=[O:26])=[C:7]([C:11]#[N:12])[C:6]([CH2:13][P:19]([O:23][CH2:24][CH3:25])([O:20][CH2:21][CH3:22])=[O:26])=[C:5]([C:15]#[N:16])[C:4]=1[CH2:17][P:19]([O:20][CH2:21][CH3:22])([O:23][CH2:24][CH3:25])=[O:26])#[N:2], predict the reactants needed to synthesize it. (2) The reactants are: [Cl:1][CH2:2][C:3]([C:5]1[CH:6]=[C:7]2[C:11](=[CH:12][C:13]=1[Cl:14])[NH:10][C:9](=[O:15])[CH2:8]2)=O.FC(F)(F)C(O)=O.C([SiH](CC)CC)C. Given the product [Cl:1][CH2:2][CH2:3][C:5]1[CH:6]=[C:7]2[C:11](=[CH:12][C:13]=1[Cl:14])[NH:10][C:9](=[O:15])[CH2:8]2, predict the reactants needed to synthesize it.